This data is from Peptide-MHC class I binding affinity with 185,985 pairs from IEDB/IMGT. The task is: Regression. Given a peptide amino acid sequence and an MHC pseudo amino acid sequence, predict their binding affinity value. This is MHC class I binding data. The peptide sequence is TPQDLNTML. The MHC is HLA-B54:01 with pseudo-sequence HLA-B54:01. The binding affinity (normalized) is 0.